This data is from Catalyst prediction with 721,799 reactions and 888 catalyst types from USPTO. The task is: Predict which catalyst facilitates the given reaction. (1) Reactant: [CH3:1][O:2][CH2:3][CH:4]([NH:16][C:17]([N:19]1[CH2:24][C:23](=[O:25])[NH:22][C:21]2[C:26]([C:30](O)=[O:31])=[CH:27][CH:28]=[N:29][C:20]1=2)=[O:18])[C:5]1[CH:10]=[CH:9][C:8]([O:11][C:12]([F:15])([F:14])[F:13])=[CH:7][CH:6]=1.ClC(OCC(C)C)=O.C(N(CC)CC)C. Product: [OH:31][CH2:30][C:26]1[C:21]2[NH:22][C:23](=[O:25])[CH2:24][N:19]([C:17]([NH:16][CH:4]([C:5]3[CH:10]=[CH:9][C:8]([O:11][C:12]([F:13])([F:14])[F:15])=[CH:7][CH:6]=3)[CH2:3][O:2][CH3:1])=[O:18])[C:20]=2[N:29]=[CH:28][CH:27]=1. The catalyst class is: 7. (2) Reactant: [Br:1][C:2]1[CH:3]=[C:4]([NH:8][C:9](=[O:15])[O:10][C:11]([CH3:14])([CH3:13])[CH3:12])[CH:5]=[CH:6][CH:7]=1.[H-].[Na+].[CH3:18]I. Product: [Br:1][C:2]1[CH:3]=[C:4]([N:8]([CH3:18])[C:9](=[O:15])[O:10][C:11]([CH3:12])([CH3:14])[CH3:13])[CH:5]=[CH:6][CH:7]=1. The catalyst class is: 9. (3) Reactant: [H-].[Na+].COP([CH2:9][C:10]([O:12]C)=[O:11])(OC)=O.[CH3:14][O:15][C:16]1[CH:17]=[CH:18][CH:19]=[C:20]2[C:25]=1[N:24]=[C:23]([CH:26]=O)[CH:22]=[CH:21]2.O.[OH-].[Li+]. Product: [CH3:14][O:15][C:16]1[CH:17]=[CH:18][CH:19]=[C:20]2[C:25]=1[N:24]=[C:23](/[CH:26]=[CH:9]/[C:10]([OH:12])=[O:11])[CH:22]=[CH:21]2. The catalyst class is: 30.